Dataset: Forward reaction prediction with 1.9M reactions from USPTO patents (1976-2016). Task: Predict the product of the given reaction. (1) Given the reactants [CH:1]1([NH2:4])[CH2:3][CH2:2]1.[Cl:5][C:6]1[CH:7]=[C:8]([CH:12]=[CH:13][C:14]=1[F:15])[C:9](O)=[O:10], predict the reaction product. The product is: [Cl:5][C:6]1[CH:7]=[C:8]([CH:12]=[CH:13][C:14]=1[F:15])[C:9]([NH:4][CH:1]1[CH2:3][CH2:2]1)=[O:10]. (2) Given the reactants C([O:3][C:4]([C:6]1[N:7]=[C:8]([C:15]2[CH:20]=[CH:19][CH:18]=[CH:17][C:16]=2[S:21](=[O:26])(=[O:25])[N:22]([CH3:24])[CH3:23])[N:9]([CH3:14])[C:10](=[O:13])[C:11]=1[OH:12])=O)C.[Cl:27][C:28]1[CH:29]=[C:30]([CH:33]=[CH:34][C:35]=1[CH3:36])[CH2:31][NH2:32], predict the reaction product. The product is: [Cl:27][C:28]1[CH:29]=[C:30]([CH:33]=[CH:34][C:35]=1[CH3:36])[CH2:31][NH:32][C:4]([C:6]1[N:7]=[C:8]([C:15]2[CH:20]=[CH:19][CH:18]=[CH:17][C:16]=2[S:21](=[O:26])(=[O:25])[N:22]([CH3:23])[CH3:24])[N:9]([CH3:14])[C:10](=[O:13])[C:11]=1[OH:12])=[O:3]. (3) Given the reactants [CH:1]1[C:10]2[C:5](=[CH:6][CH:7]=[CH:8][CH:9]=2)[CH:4]=[CH:3][C:2]=1B(O)O.[C:14]([O:18][C:19]([N:21]1[CH2:26][CH2:25][CH:24]([N:27]2[CH:31]=[C:30]([C:32]3[CH:33]=[N:34][C:35]([NH2:39])=[C:36](Br)[CH:37]=3)[CH:29]=[N:28]2)[CH2:23][CH2:22]1)=[O:20])([CH3:17])([CH3:16])[CH3:15].C(OC(N1CCC(N2C=C(C3C(N)=NC=C(Br)C=3)C=N2)CC1)=O)(C)(C)C.O1CCOCC1.C([O-])([O-])=O.[Cs+].[Cs+].O.C(OC(N1CCC(N2C=C(C3C(N)=NC=C(C4C=CC5C(=CC=CC=5)C=4)C=3)C=N2)CC1)=O)(C)(C)C, predict the reaction product. The product is: [C:14]([O:18][C:19]([N:21]1[CH2:26][CH2:25][CH:24]([N:27]2[CH:31]=[C:30]([C:32]3[CH:33]=[N:34][C:35]([NH2:39])=[C:36]([C:2]4[CH:3]=[CH:4][C:5]5[C:10](=[CH:9][CH:8]=[CH:7][CH:6]=5)[CH:1]=4)[CH:37]=3)[CH:29]=[N:28]2)[CH2:23][CH2:22]1)=[O:20])([CH3:17])([CH3:15])[CH3:16]. (4) Given the reactants [CH3:1][O:2][C:3]1[CH:8]=[CH:7][C:6]([S:9](Cl)(=[O:11])=[O:10])=[CH:5][CH:4]=1.C(N(CC)CC)C.[NH2:20][C:21]1([C:29]([O:31][CH3:32])=[O:30])[CH2:26][CH2:25][CH:24]([O:27][CH3:28])[CH2:23][CH2:22]1.C(=O)(O)[O-].[Na+], predict the reaction product. The product is: [CH3:28][O:27][CH:24]1[CH2:23][CH2:22][C:21]([NH:20][S:9]([C:6]2[CH:7]=[CH:8][C:3]([O:2][CH3:1])=[CH:4][CH:5]=2)(=[O:11])=[O:10])([C:29]([O:31][CH3:32])=[O:30])[CH2:26][CH2:25]1. (5) Given the reactants Br[C:2]1[N:9]=[C:8]([CH:10]([CH3:12])[CH3:11])[CH:7]=[CH:6][C:3]=1[C:4]#[N:5].[NH3:13], predict the reaction product. The product is: [NH2:13][C:2]1[N:9]=[C:8]([CH:10]([CH3:12])[CH3:11])[CH:7]=[CH:6][C:3]=1[C:4]#[N:5].